From a dataset of CYP3A4 inhibition data for predicting drug metabolism from PubChem BioAssay. Regression/Classification. Given a drug SMILES string, predict its absorption, distribution, metabolism, or excretion properties. Task type varies by dataset: regression for continuous measurements (e.g., permeability, clearance, half-life) or binary classification for categorical outcomes (e.g., BBB penetration, CYP inhibition). Dataset: cyp3a4_veith. (1) The molecule is CC1CCN(C(=O)CSc2nc3cccnc3n2C)CC1. The result is 0 (non-inhibitor). (2) The molecule is Cc1ccc(SCc2nc3ccccc3n2CC(=O)Nc2ccc(Cl)cc2)cc1. The result is 0 (non-inhibitor). (3) The molecule is CN(CCCNC(=O)c1ccc(/C=N/O)nc1)CCCN(C)Cc1ccccc1. The result is 0 (non-inhibitor). (4) The drug is C[C@@H](Cc1ccccc1)NCCC(c1ccccc1)c1ccccc1.C[C@H](O)C(=O)O. The result is 0 (non-inhibitor). (5) The molecule is O=C(Cn1cc(C(F)(F)F)ccc1=O)N1CCN(S(=O)(=O)c2ccccc2)CC1. The result is 0 (non-inhibitor). (6) The drug is N=C(N)c1ccc(OCCCCCOc2ccc(C(=N)N)cc2)cc1.O=S(=O)(O)CCO.O=S(=O)(O)CCO. The result is 0 (non-inhibitor). (7) The molecule is COc1ccc2c(c1O)-c1c(OC)c(OC)cc3c1[C@H](C2)N(C)CC3. The result is 0 (non-inhibitor).